The task is: Predict which catalyst facilitates the given reaction.. This data is from Catalyst prediction with 721,799 reactions and 888 catalyst types from USPTO. (1) Reactant: [C:1]([O:5][C:6]([N:8]1[CH2:13][CH2:12][C:11]([CH2:21][O:22][CH:23]([C:27]2[C:35]3[C:31](=[CH:32][N:33]([CH2:36][O:37][CH2:38][CH2:39][Si:40]([CH3:43])([CH3:42])[CH3:41])[N:34]=3)[CH:30]=[C:29]([Cl:44])[CH:28]=2)[C:24](O)=[O:25])([C:14]2[CH:19]=[CH:18][C:17]([F:20])=[CH:16][CH:15]=2)[CH2:10][CH2:9]1)=[O:7])([CH3:4])([CH3:3])[CH3:2].[CH3:45][NH:46][CH3:47].C1CN([P+](ON2N=NC3C=CC=CC2=3)(N2CCCC2)N2CCCC2)CC1.F[P-](F)(F)(F)(F)F. Product: [Cl:44][C:29]1[CH:28]=[C:27]([CH:23]([O:22][CH2:21][C:11]2([C:14]3[CH:19]=[CH:18][C:17]([F:20])=[CH:16][CH:15]=3)[CH2:12][CH2:13][N:8]([C:6]([O:5][C:1]([CH3:4])([CH3:2])[CH3:3])=[O:7])[CH2:9][CH2:10]2)[C:24]([N:46]([CH3:47])[CH3:45])=[O:25])[C:35]2[C:31](=[CH:32][N:33]([CH2:36][O:37][CH2:38][CH2:39][Si:40]([CH3:43])([CH3:42])[CH3:41])[N:34]=2)[CH:30]=1. The catalyst class is: 9. (2) Product: [CH:15]1([N:9]2[C:10]([C:11]([F:12])([F:13])[F:14])=[C:6]([C:4]([OH:5])=[O:3])[CH:7]=[N:8]2)[CH2:16][CH2:17][CH2:18][CH2:19]1. The catalyst class is: 5. Reactant: C([O:3][C:4]([C:6]1[CH:7]=[N:8][N:9]([CH:15]2[CH2:19][CH2:18][CH2:17][CH2:16]2)[C:10]=1[C:11]([F:14])([F:13])[F:12])=[O:5])C.O.[OH-].[Li+]. (3) Reactant: [OH-].[Na+].[CH2:3]([NH:5][CH2:6][CH2:7][CH2:8][O:9][C:10]1[CH:15]=[CH:14][C:13]([C:16]2[CH:21]=[CH:20][C:19]([C:22]([O:24]CC)=[O:23])=[CH:18][CH:17]=2)=[CH:12][C:11]=1[C:27]1[CH:36]=[CH:35][C:34]2[C:33]([CH3:38])([CH3:37])[CH2:32][CH2:31][C:30]([CH3:40])([CH3:39])[C:29]=2[CH:28]=1)[CH3:4]. Product: [CH2:3]([NH:5][CH2:6][CH2:7][CH2:8][O:9][C:10]1[CH:15]=[CH:14][C:13]([C:16]2[CH:21]=[CH:20][C:19]([C:22]([OH:24])=[O:23])=[CH:18][CH:17]=2)=[CH:12][C:11]=1[C:27]1[CH:36]=[CH:35][C:34]2[C:33]([CH3:38])([CH3:37])[CH2:32][CH2:31][C:30]([CH3:39])([CH3:40])[C:29]=2[CH:28]=1)[CH3:4]. The catalyst class is: 7. (4) The catalyst class is: 10. Reactant: FC(F)(F)C([N:5]([C@@H:13]1[CH2:15][C@H:14]1[C:16]1[CH:21]=[CH:20][CH:19]=[CH:18][CH:17]=1)[CH2:6][CH:7]1[CH2:12][CH2:11][NH:10][CH2:9][CH2:8]1)=O.C(=O)([O-])[O-].[K+].[K+].Br[CH2:31][CH2:32][C:33]([O:35]C(C)(C)C)=[O:34]. Product: [C:16]1([C@@H:14]2[CH2:15][C@H:13]2[NH:5][CH2:6][CH:7]2[CH2:8][CH2:9][N:10]([CH2:31][CH2:32][C:33]([OH:35])=[O:34])[CH2:11][CH2:12]2)[CH:17]=[CH:18][CH:19]=[CH:20][CH:21]=1. (5) Reactant: C(OC([CH:11]1[NH:23][CH2:22][C:20]2=[C:21]3[C:16](=[C:17]([C@H:24]4[C@H:28]([C:29]5[C:37]6[C:32](=[CH:33][CH:34]=[CH:35][CH:36]=6)[NH:31][CH:30]=5)[C:27](=[O:38])[NH:26][C:25]4=[O:39])[CH:18]=[CH:19]2)[CH:15]=[CH:14][N:13]3[CH2:12]1)=O)C1C=CC=CC=1.[H][H]. Product: [NH:31]1[C:32]2[C:37](=[CH:36][CH:35]=[CH:34][CH:33]=2)[C:29]([C@H:28]2[C@H:24]([C:17]3[CH:18]=[CH:19][C:20]4[CH2:22][NH:23][CH2:11][CH2:12][N:13]5[C:21]=4[C:16]=3[CH:15]=[CH:14]5)[C:25](=[O:39])[NH:26][C:27]2=[O:38])=[CH:30]1. The catalyst class is: 43.